From a dataset of Catalyst prediction with 721,799 reactions and 888 catalyst types from USPTO. Predict which catalyst facilitates the given reaction. (1) Reactant: C(O[C:6](=O)[N:7]([CH:9]([C:16](=[O:40])[N:17]([C:30]1[CH:35]=[CH:34][C:33]([O:36][CH3:37])=[C:32]([O:38][CH3:39])[CH:31]=1)[CH2:18][CH2:19][C:20]1[CH:25]=[CH:24][C:23]([C:26]([F:29])([F:28])[F:27])=[CH:22][CH:21]=1)[C:10]1[CH:15]=[CH:14][CH:13]=[CH:12][CH:11]=1)C)(C)(C)C.C(O)(C(F)(F)F)=O. Product: [CH3:39][O:38][C:32]1[CH:31]=[C:30]([N:17]([CH2:18][CH2:19][C:20]2[CH:21]=[CH:22][C:23]([C:26]([F:27])([F:29])[F:28])=[CH:24][CH:25]=2)[C:16](=[O:40])[CH:9]([NH:7][CH3:6])[C:10]2[CH:15]=[CH:14][CH:13]=[CH:12][CH:11]=2)[CH:35]=[CH:34][C:33]=1[O:36][CH3:37]. The catalyst class is: 2. (2) Reactant: FC(F)(F)C(O)=O.[N:8]1[CH:13]=[CH:12][N:11]=[CH:10][C:9]=1[C:14]12[CH2:21][N:20](C(OC(C)(C)C)=O)[CH2:19][CH:18]1[CH2:17][O:16][NH:15]2. Product: [N:8]1[CH:13]=[CH:12][N:11]=[CH:10][C:9]=1[C:14]12[CH2:21][NH:20][CH2:19][CH:18]1[CH2:17][O:16][NH:15]2. The catalyst class is: 4. (3) Reactant: C([NH:8][C:9]1[CH:14]=[CH:13][CH:12]=[CH:11][C:10]=1[CH:15]1[CH2:17][CH:16]1[CH:18]1[CH2:20][CH2:19]1)C1C=CC=CC=1. Product: [CH:16]1([CH:18]2[CH2:20][CH2:19]2)[CH2:17][CH:15]1[C:10]1[CH:11]=[CH:12][CH:13]=[CH:14][C:9]=1[NH2:8]. The catalyst class is: 312. (4) Reactant: [C:1]([O:5][C:6]([NH:8][C:9]1[N:14]=[CH:13][C:12]([O:15][C:16]2[CH:25]=[C:24]([F:26])[CH:23]=[CH:22][C:17]=2[C:18]([O:20][CH3:21])=[O:19])=[CH:11][CH:10]=1)=[O:7])([CH3:4])([CH3:3])[CH3:2].[H-].[Na+].I[CH3:30]. The catalyst class is: 9. Product: [C:1]([O:5][C:6]([N:8]([CH3:30])[C:9]1[N:14]=[CH:13][C:12]([O:15][C:16]2[CH:25]=[C:24]([F:26])[CH:23]=[CH:22][C:17]=2[C:18]([O:20][CH3:21])=[O:19])=[CH:11][CH:10]=1)=[O:7])([CH3:4])([CH3:2])[CH3:3]. (5) Reactant: [Cl:1][CH2:2][C@H:3]1[C:11]2[C:10]3[CH:12]=[CH:13][CH:14]=[CH:15][C:9]=3[C:8]([OH:16])=[CH:7][C:6]=2[N:5]([C:17]([O:19][C:20]([CH3:23])([CH3:22])[CH3:21])=[O:18])[CH2:4]1.[CH2:24](Br)[C:25]1[CH:30]=[CH:29][CH:28]=[CH:27][CH:26]=1.[I-].[K+]. Product: [CH2:24]([O:16][C:8]1[C:9]2[CH:15]=[CH:14][CH:13]=[CH:12][C:10]=2[C:11]2[C@H:3]([CH2:2][Cl:1])[CH2:4][N:5]([C:17]([O:19][C:20]([CH3:23])([CH3:22])[CH3:21])=[O:18])[C:6]=2[CH:7]=1)[C:25]1[CH:30]=[CH:29][CH:28]=[CH:27][CH:26]=1. The catalyst class is: 39. (6) Reactant: C([Li])CCCCC.I[C:9]1[CH:14]=[CH:13][CH:12]=[CH:11][C:10]=1[C:15]1[C:20]([CH:21]([CH3:23])[CH3:22])=[CH:19][C:18]([CH:24]([CH3:26])[CH3:25])=[CH:17][C:16]=1[CH:27]([CH3:29])[CH3:28].[P:30](Cl)([O:34]CC)[O:31][CH2:32][CH3:33].Cl. Product: [CH:21]([C:20]1[CH:19]=[C:18]([CH:24]([CH3:25])[CH3:26])[CH:17]=[C:16]([CH:27]([CH3:29])[CH3:28])[C:15]=1[C:10]1[CH:11]=[CH:12][CH:13]=[CH:14][C:9]=1[PH:30](=[O:34])[O:31][CH2:32][CH3:33])([CH3:22])[CH3:23]. The catalyst class is: 1. (7) The catalyst class is: 188. Product: [OH:27][CH:26]([C:7]1[C:8]([C:20]2[CH:25]=[CH:24][CH:23]=[CH:22][CH:21]=2)=[N:9][N:10]2[C:15]([Si:16]([CH3:19])([CH3:18])[CH3:17])=[CH:14][CH:13]=[CH:12][C:11]=12)[C:28]1[N:33]=[C:32]([C:34]([O:36][CH3:37])=[O:35])[CH:31]=[CH:30][CH:29]=1. Reactant: C([Li])CCC.Br[C:7]1[C:8]([C:20]2[CH:25]=[CH:24][CH:23]=[CH:22][CH:21]=2)=[N:9][N:10]2[C:15]([Si:16]([CH3:19])([CH3:18])[CH3:17])=[CH:14][CH:13]=[CH:12][C:11]=12.[CH:26]([C:28]1[N:33]=[C:32]([C:34]([O:36][CH3:37])=[O:35])[CH:31]=[CH:30][CH:29]=1)=[O:27].[Cl-].[NH4+]. (8) Reactant: [C:9](O[C:9]([O:11][C:12]([CH3:15])([CH3:14])[CH3:13])=[O:10])([O:11][C:12]([CH3:15])([CH3:14])[CH3:13])=[O:10].[NH2:16][C:17]1[S:18][C:19]([CH2:28][CH3:29])=[C:20]([CH2:22][C:23]([O:25][CH2:26][CH3:27])=[O:24])[N:21]=1. Product: [C:12]([O:11][C:9]([NH:16][C:17]1[S:18][C:19]([CH2:28][CH3:29])=[C:20]([CH2:22][C:23]([O:25][CH2:26][CH3:27])=[O:24])[N:21]=1)=[O:10])([CH3:13])([CH3:14])[CH3:15]. The catalyst class is: 1. (9) Reactant: [F:1][C:2]1[CH:7]=[CH:6][C:5]([NH2:8])=[CH:4][C:3]=1[CH3:9].[Cl:10][C:11]1[N:16]=[C:15](Cl)[CH:14]=[CH:13][N:12]=1. Product: [Cl:10][C:11]1[N:16]=[C:15]([NH:8][C:5]2[CH:6]=[CH:7][C:2]([F:1])=[C:3]([CH3:9])[CH:4]=2)[CH:14]=[CH:13][N:12]=1. The catalyst class is: 740. (10) Reactant: [CH2:1]([C@@H:3]1[CH2:7][C:6](=[O:8])[CH2:5][C@@H:4]1[C:9]([O:11][CH2:12][CH3:13])=[O:10])[CH3:2].[BH4-].[Na+].[NH4+].[Cl-]. Product: [CH2:1]([CH:3]1[CH2:7][CH:6]([OH:8])[CH2:5][CH:4]1[C:9]([O:11][CH2:12][CH3:13])=[O:10])[CH3:2]. The catalyst class is: 8.